Dataset: Retrosynthesis with 50K atom-mapped reactions and 10 reaction types from USPTO. Task: Predict the reactants needed to synthesize the given product. (1) Given the product COC(=O)Cc1ccc([N+](=O)[O-])c(C(=O)N(C)C)c1, predict the reactants needed to synthesize it. The reactants are: COC(=O)C(C(=O)OC(C)(C)C)c1ccc([N+](=O)[O-])c(C(=O)N(C)C)c1. (2) Given the product O=C1NN(c2ccc(-c3ccccc3)cc2)C(=O)C1=Cc1ccco1, predict the reactants needed to synthesize it. The reactants are: O=C1CC(=O)N(c2ccc(-c3ccccc3)cc2)N1.O=Cc1ccco1. (3) The reactants are: CCCCC[Mg+].O=Cc1cccc(-c2ccc(C(F)(F)F)cc2)n1. Given the product CCCCCC(O)c1cccc(-c2ccc(C(F)(F)F)cc2)n1, predict the reactants needed to synthesize it. (4) Given the product COC(=O)CS(=O)(=O)Nc1ccc(F)cc1C(F)(F)F, predict the reactants needed to synthesize it. The reactants are: COC(=O)CS(=O)(=O)Cl.Nc1ccc(F)cc1C(F)(F)F. (5) Given the product Cc1c(-c2ccncc2)c(-c2ccc(F)cc2)n2c1SCC2, predict the reactants needed to synthesize it. The reactants are: OCc1c(-c2ccncc2)c(-c2ccc(F)cc2)n2c1SCC2. (6) The reactants are: CC(C)(C)OC(=O)NC1(c2ccc(-c3nc4c(cc3-c3ccccc3)-c3n[nH]cc3CC4)cc2)CCC1. Given the product NC1(c2ccc(-c3nc4c(cc3-c3ccccc3)-c3n[nH]cc3CC4)cc2)CCC1, predict the reactants needed to synthesize it. (7) Given the product CC(C)(C)OC(=O)N[C@@H]1CCN(CC23CCC(CC2)O3)C1, predict the reactants needed to synthesize it. The reactants are: CC(C)(C)OC(=O)N[C@@H]1CCNC1.ICC12CCC(CC1)O2.